This data is from Experimentally validated miRNA-target interactions with 360,000+ pairs, plus equal number of negative samples. The task is: Binary Classification. Given a miRNA mature sequence and a target amino acid sequence, predict their likelihood of interaction. (1) The miRNA is mmu-miR-8118 with sequence GACAAACAUGACUAUGCUGACA. The protein sequence of the target gene is MVASARVQKLVRRYKLAIATALAILLLQGLVVWSFSGLEEDEPGEKGRQRKPRPLDPGEGSKDTDSSAGRRGSAGRRHGRWRGRAESPGVPVAKVVRAVTSRQRASRRVPPAPPPEAPGRQNLSGAAAGEALIGAPGFPQHGDTGSVEGAPQPTDNTFTPKCEIVGKDALSALARASTKQCQQEIANVVCLHQAGNLMPKSVPRHCQLAGKMSPGVQWEEIRAQQPVGGPPVRIAYMLVVHGRAIRQLKRLLKAVYHEQHFFYIHVDKRSNYLYREVVELAQHYENVRVTPWRMVTIWGG.... Result: 0 (no interaction). (2) The miRNA is hsa-miR-218-5p with sequence UUGUGCUUGAUCUAACCAUGU. The protein sequence of the target gene is MEDSDSAAKQLGLAEAAAVAAAAAVAAAAAAAAGGEAEEPVLSRDEDSEEDADSEAERETPRVTAVAVMAAEPGHMDMGAEALPGPDEAAAAAAFAEVTTVTVANVGAAADNVFTTSVANAASISGHVLSGRTALQIGDSLNTEKATLIVVHTDGSIVETTGLKGPAAPLTPGPQSPPTPLAPGQEKGGTKYNWDPSVYDSELPVRCRNISGTLYKNRLGSGGRGRCIKQGENWYSPTEFEAMAGRASSKDWKRSIRYAGRPLQCLIQDGILNPHAASCTCAACCDDMTLSGPVRLFVPY.... Result: 1 (interaction). (3) The miRNA is hsa-miR-3606-3p with sequence AAAAUUUCUUUCACUACUUAG. The protein sequence of the target gene is MKMASSLAFLLLNFHVSLFLVQLLTPCSAQFSVLGPSGPILAMVGEDADLPCHLFPTMSAETMELRWVSSSLRQVVNVYADGKEVEDRQSAPYRGRTSILRDGITAGKAALRIHNVTASDSGKYLCYFQDGDFYEKALVELKVAALGSDLHIEVKGYEDGGIHLECRSTGWYPQPQIKWSDTKGENIPAVEAPVVADGVGLYAVAASVIMRGSSGGGVSCIIRNSLLGLEKTASISIADPFFRSAQPWIAALAGTLPISLLLLAGASYFLWRQQKEKIALSRETEREREMKEMGYAATEQ.... Result: 1 (interaction). (4) The protein sequence of the target gene is MSCHNCSDPQVLCSSGQLFLQPLWDHLRSWEALLQSPFFPVIFSITTYVGFCLPFVVLDILCSWVPALRRYKIHPDFSPSAQQLLPCLGQTLYQHVMFVFPVTLLHWARSPALLPHEAPELLLLLHHILFCLLLFDMEFFVWHLLHHKVPWLYRTFHKVHHQNSSSFALATQYMSVWELFSLGFFDMMNVTLLGCHPLTTLTFHVVNIWLSVEDHSGYNFPWSTHRLVPFGWYGGVVHHDLHHSHFNCNFAPYFTHWDKILGTLRTASVPAR. The miRNA is mmu-miR-1901 with sequence CCGCUCGUACUCCCGGGGGUCC. Result: 0 (no interaction). (5) The miRNA is hsa-miR-1271-5p with sequence CUUGGCACCUAGCAAGCACUCA. The protein sequence of the target gene is MLVTRGDRGGGERAPSRRPRCGLVPAGAAALLAGASCLCYGRSLRGEFVHDDVWAIVNNPDVRPGTPLRWAIFANDFWGKGLADSTSHKSYRPLCVLSFRLNIFLTGMNPFYFHAVNVILHCLVTLVLMYTCDKTVFKNRGLAFVTALLFAVHPVHTEAVAGIVGRADVLACLLFLLAFLSYQRSLDQGCAGQCFPTTASPFFLLLSLFLGTCAMLVKETGITVFGVCLVYDLFSPSHKQDKLSNGAVCQHSSGQPGSPQPSSQQAHPHRESRKQRFPHKDSWGGCHSPLPPEPKSSGFP.... Result: 0 (no interaction).